From a dataset of Reaction yield outcomes from USPTO patents with 853,638 reactions. Predict the reaction yield, written as a fraction of the theoretical maximum amount of product (1.0 means a 100% yield; for example, 0.34 means a 34% yield). (1) The reactants are [F:1][C:2]1[CH:7]=[C:6]([F:8])[CH:5]=[CH:4][C:3]=1[N:9]1[N:17]=[C:16]([C:18]([NH2:20])=O)[C:15]2[CH:14]3[CH2:21][CH:11]([CH2:12][CH2:13]3)[C:10]1=2.S(Cl)(Cl)=O.C(=O)(O)[O-].[Na+]. The catalyst is O1CCOCC1. The product is [F:1][C:2]1[CH:7]=[C:6]([F:8])[CH:5]=[CH:4][C:3]=1[N:9]1[N:17]=[C:16]([C:18]#[N:20])[C:15]2[CH:14]3[CH2:21][CH:11]([CH2:12][CH2:13]3)[C:10]1=2. The yield is 0.950. (2) The reactants are [Br:1][C:2]1[CH:7]=[C:6]([NH2:8])[CH:5]=[C:4]([Br:9])[N:3]=1.[C:10]([N:18]=[C:19]=[S:20])(=[O:17])[C:11]1[CH:16]=[CH:15][CH:14]=[CH:13][CH:12]=1. The catalyst is C1COCC1. The product is [Br:1][C:2]1[CH:7]=[C:6]([NH:8][C:19]([NH:18][C:10](=[O:17])[C:11]2[CH:12]=[CH:13][CH:14]=[CH:15][CH:16]=2)=[S:20])[CH:5]=[C:4]([Br:9])[N:3]=1. The yield is 0.850. (3) The reactants are [CH3:1][C:2]([C:4]1[CH:9]=[CH:8][C:7]([Br:10])=[CH:6][CH:5]=1)=[O:3].[C:11](OCC)(=[O:17])[C:12]([O:14][CH2:15][CH3:16])=[O:13].[O-]CC.[Na+]. No catalyst specified. The product is [Br:10][C:7]1[CH:8]=[CH:9][C:4]([C:2](=[O:3])[CH2:1][C:11](=[O:17])[C:12]([O:14][CH2:15][CH3:16])=[O:13])=[CH:5][CH:6]=1. The yield is 0.810. (4) The reactants are [F:1][C:2]1[CH:14]=[CH:13][CH:12]=[C:11]2[C:3]=1[CH:4]1[CH:9]([NH:10]2)[CH2:8][C:7]([CH3:16])([CH3:15])[CH2:6][C:5]1=[O:17].[H-].[Na+].Br[CH2:21][CH2:22][CH2:23][CH2:24][CH2:25][C:26]([O:28][CH2:29][CH3:30])=[O:27].C([O-])(O)=O.[Na+]. The catalyst is CN(C=O)C. The product is [F:1][C:2]1[CH:14]=[CH:13][CH:12]=[C:11]2[C:3]=1[CH:4]1[CH:9]([N:10]2[CH2:21][CH2:22][CH2:23][CH2:24][CH2:25][C:26]([O:28][CH2:29][CH3:30])=[O:27])[CH2:8][C:7]([CH3:15])([CH3:16])[CH2:6][C:5]1=[O:17]. The yield is 0.620. (5) The yield is 0.440. The reactants are Cl[C:2]1[C:3]2[NH:10][CH:9]=[C:8]([C:11]([C:17]3[CH:18]=[C:19]4[C:23](=[CH:24][CH:25]=3)[N:22]([C:26]3[CH:31]=[CH:30][C:29]([F:32])=[CH:28][CH:27]=3)[N:21]=[CH:20]4)([OH:16])[C:12]([F:15])([F:14])[F:13])[C:4]=2[N:5]=[CH:6][N:7]=1.FC(F)(F)C(O)=[O:36]. The product is [F:13][C:12]([F:15])([F:14])[C:11]([C:8]1[C:4]2[N:5]=[CH:6][NH:7][C:2](=[O:36])[C:3]=2[NH:10][CH:9]=1)([C:17]1[CH:18]=[C:19]2[C:23](=[CH:24][CH:25]=1)[N:22]([C:26]1[CH:27]=[CH:28][C:29]([F:32])=[CH:30][CH:31]=1)[N:21]=[CH:20]2)[OH:16]. The catalyst is O.O1CCOCC1.C([O-])(O)=O.[Na+]. (6) The reactants are Br[CH2:2]/[CH:3]=[CH:4]/[C:5]([NH:7][C:8]1[CH:9]=[C:10]2[C:15](=[CH:16][C:17]=1[O:18][CH:19]1[CH2:23][CH2:22][O:21][CH2:20]1)[N:14]=[CH:13][C:12]([C:24]#[N:25])=[C:11]2[NH:26][C:27]1[CH:32]=[CH:31][C:30]([O:33][CH2:34][C:35]2[CH:40]=[CH:39][CH:38]=[CH:37][N:36]=2)=[C:29]([Cl:41])[CH:28]=1)=[O:6].[Na+].[I-].Cl.[CH3:45][NH:46][CH3:47].C(=O)([O-])[O-].[K+].[K+].C([O-])(O)=O.[Na+]. The catalyst is CN(C=O)C.[I-].C([N+](CCCC)(CCCC)CCCC)CCC. The product is [Cl:41][C:29]1[CH:28]=[C:27]([NH:26][C:11]2[C:10]3[C:15](=[CH:16][C:17]([O:18][CH:19]4[CH2:23][CH2:22][O:21][CH2:20]4)=[C:8]([NH:7][C:5](=[O:6])/[CH:4]=[CH:3]/[CH2:2][N:46]([CH3:47])[CH3:45])[CH:9]=3)[N:14]=[CH:13][C:12]=2[C:24]#[N:25])[CH:32]=[CH:31][C:30]=1[O:33][CH2:34][C:35]1[CH:40]=[CH:39][CH:38]=[CH:37][N:36]=1. The yield is 0.620. (7) The catalyst is CN(C=O)C. The reactants are [NH2:1][CH2:2][CH2:3][CH2:4][CH2:5][CH2:6][C:7](=[O:12])[C:8]([NH:10][CH3:11])=[O:9].[Cl:13][C:14]1[CH:19]=[CH:18][C:17]([S:20](Cl)(=[O:22])=[O:21])=[CH:16][CH:15]=1.CCN(CC)CC.O. The product is [Cl:13][C:14]1[CH:19]=[CH:18][C:17]([S:20]([NH:1][CH2:2][CH2:3][CH2:4][CH2:5][CH2:6][C:7](=[O:12])[C:8]([NH:10][CH3:11])=[O:9])(=[O:22])=[O:21])=[CH:16][CH:15]=1. The yield is 0.750.